This data is from NCI-60 drug combinations with 297,098 pairs across 59 cell lines. The task is: Regression. Given two drug SMILES strings and cell line genomic features, predict the synergy score measuring deviation from expected non-interaction effect. Drug 1: CNC(=O)C1=CC=CC=C1SC2=CC3=C(C=C2)C(=NN3)C=CC4=CC=CC=N4. Drug 2: N.N.Cl[Pt+2]Cl. Cell line: OVCAR3. Synergy scores: CSS=-4.18, Synergy_ZIP=2.57, Synergy_Bliss=-0.292, Synergy_Loewe=-2.48, Synergy_HSA=-4.81.